From a dataset of Forward reaction prediction with 1.9M reactions from USPTO patents (1976-2016). Predict the product of the given reaction. (1) Given the reactants Cl.Cl.[O:3]=[C:4]1[C:13]2[C:8](=[CH:9][CH:10]=[CH:11][CH:12]=2)[N:7]=[C:6]([C:14]([NH:16][CH2:17][C:18]2[CH:23]=[CH:22][CH:21]=[C:20]([N:24]3[CH2:29][CH2:28][NH:27][CH2:26][CH2:25]3)[CH:19]=2)=[O:15])[NH:5]1.[O:30]=[C:31]1[NH:35][CH:34]([CH2:36][C:37](O)=[O:38])[C:33](=[O:40])[NH:32]1.Cl.CN(C)CCCN=C=NCC.ON1C2C=CC=CC=2N=N1.C(N(CC)CC)C, predict the reaction product. The product is: [O:30]=[C:31]1[NH:35][CH:34]([CH2:36][C:37]([N:27]2[CH2:26][CH2:25][N:24]([C:20]3[CH:19]=[C:18]([CH2:17][NH:16][C:14]([C:6]4[NH:5][C:4](=[O:3])[C:13]5[C:8](=[CH:9][CH:10]=[CH:11][CH:12]=5)[N:7]=4)=[O:15])[CH:23]=[CH:22][CH:21]=3)[CH2:29][CH2:28]2)=[O:38])[C:33](=[O:40])[NH:32]1. (2) Given the reactants [Br:1][C:2]1[C:7](=[O:8])[NH:6][C:5]2[N:9]([C:12]3[CH:17]=[CH:16][CH:15]=[CH:14][CH:13]=3)[N:10]=[CH:11][C:4]=2[CH:3]=1.C(=O)([O-])[O-].[Cs+].[Cs+].Cl.Cl[CH2:26][C:27]1[N:28]([CH3:32])[N:29]=[CH:30][N:31]=1, predict the reaction product. The product is: [Br:1][C:2]1[CH:3]=[C:4]2[CH:11]=[N:10][N:9]([C:12]3[CH:13]=[CH:14][CH:15]=[CH:16][CH:17]=3)[C:5]2=[N:6][C:7]=1[O:8][CH2:26][C:27]1[N:28]([CH3:32])[N:29]=[CH:30][N:31]=1. (3) The product is: [CH2:36]([O:35][C:33]([C:32]1[C:31]([NH:1][C@@H:4]2[CH2:8][CH2:7][C@@H:6]([O:9][Si:10]([C:13]([CH3:16])([CH3:15])[CH3:14])([CH3:12])[CH3:11])[CH2:5]2)=[N:30][C:29]([S:38][CH3:39])=[N:28][CH:27]=1)=[O:34])[CH3:37]. Given the reactants [N:1]([C@@H:4]1[CH2:8][CH2:7][C@@H:6]([O:9][Si:10]([C:13]([CH3:16])([CH3:15])[CH3:14])([CH3:12])[CH3:11])[CH2:5]1)=[N+]=[N-].[H][H].C(N(CC)CC)C.Cl[C:27]1[C:32]([C:33]([O:35][CH2:36][CH3:37])=[O:34])=[CH:31][N:30]=[C:29]([S:38][CH3:39])[N:28]=1, predict the reaction product. (4) Given the reactants [NH:1]1[C:5]2[CH:6]=[CH:7][CH:8]=[CH:9][C:4]=2[N:3]=[N:2]1.[C:10]1(C)[CH:15]=CC=C[CH:11]=1.[F:17][C:18]([F:27])([F:26])[C:19]1[CH:25]=[CH:24][C:22]([NH2:23])=[CH:21][CH:20]=1.C(=O)CC, predict the reaction product. The product is: [N:1]1([CH:11]([NH:23][C:22]2[CH:24]=[CH:25][C:19]([C:18]([F:26])([F:27])[F:17])=[CH:20][CH:21]=2)[CH2:10][CH3:15])[C:5]2[CH:6]=[CH:7][CH:8]=[CH:9][C:4]=2[N:3]=[N:2]1. (5) Given the reactants [C:1]([N:4]([CH2:24][C:25]1[CH:30]=[C:29]([C:31]([F:34])([F:33])[F:32])[CH:28]=[C:27]([C:35]([F:38])([F:37])[F:36])[CH:26]=1)[CH:5]1[CH2:11][CH2:10][CH2:9][N:8]([C:12]([O:14][CH:15]([CH3:17])[CH3:16])=[O:13])[C:7]2[C:18](Br)=[CH:19][C:20]([CH3:22])=[CH:21][C:6]1=2)(=[O:3])[CH3:2].[C:39](N(CC1C=C(C(F)(F)F)C=C(C(F)(F)F)C=1)C1CCCN(C(OC(C)C)=O)C2C=C(C)C(C)=CC1=2)(=O)C, predict the reaction product. The product is: [C:1]([N:4]([CH2:24][C:25]1[CH:30]=[C:29]([C:31]([F:34])([F:33])[F:32])[CH:28]=[C:27]([C:35]([F:38])([F:37])[F:36])[CH:26]=1)[CH:5]1[CH2:11][CH2:10][CH2:9][N:8]([C:12]([O:14][CH:15]([CH3:17])[CH3:16])=[O:13])[C:7]2[C:18]([CH3:39])=[CH:19][C:20]([CH3:22])=[CH:21][C:6]1=2)(=[O:3])[CH3:2]. (6) Given the reactants [NH:1]1[CH2:6][CH2:5][O:4][C:3]2[N:7]=[CH:8][C:9]([C:11]([O:13][CH3:14])=[O:12])=[CH:10][C:2]1=2.[S:15](Cl)([Cl:18])(=[O:17])=[O:16], predict the reaction product. The product is: [Cl:18][S:15]([N:1]1[CH2:6][CH2:5][O:4][C:3]2[N:7]=[CH:8][C:9]([C:11]([O:13][CH3:14])=[O:12])=[CH:10][C:2]1=2)(=[O:17])=[O:16].